Dataset: Catalyst prediction with 721,799 reactions and 888 catalyst types from USPTO. Task: Predict which catalyst facilitates the given reaction. Reactant: [F:1][C:2]([F:31])([F:30])[C@@H:3]([NH:25][S:26]([CH3:29])(=[O:28])=[O:27])[C:4]1[CH:9]=[CH:8][C:7]([CH2:10][NH:11][CH2:12][C@H:13]([O:17][C:18]2[CH:23]=[CH:22][C:21]([F:24])=[CH:20][N:19]=2)[CH2:14][O:15][CH3:16])=[CH:6][CH:5]=1.[ClH:32]. Product: [ClH:32].[F:31][C:2]([F:1])([F:30])[C@@H:3]([NH:25][S:26]([CH3:29])(=[O:28])=[O:27])[C:4]1[CH:5]=[CH:6][C:7]([CH2:10][NH:11][CH2:12][C@H:13]([O:17][C:18]2[CH:23]=[CH:22][C:21]([F:24])=[CH:20][N:19]=2)[CH2:14][O:15][CH3:16])=[CH:8][CH:9]=1. The catalyst class is: 14.